Dataset: Forward reaction prediction with 1.9M reactions from USPTO patents (1976-2016). Task: Predict the product of the given reaction. (1) Given the reactants [OH:1][C:2]1[CH:7]=[C:6]([CH3:8])[C:5]([C:9]2[CH:14]=[CH:13][CH:12]=[C:11]([CH2:15][O:16][C:17]3[CH:22]=[CH:21][C:20]([C:23]4([CH2:27][C:28]([O:30][CH2:31][CH3:32])=[O:29])[CH2:26][O:25][CH2:24]4)=[CH:19][CH:18]=3)[CH:10]=2)=[C:4]([CH3:33])[CH:3]=1.[CH3:34][C:35]1[CH:40]=CC(S(OCCC(C)C)(=O)=O)=[CH:37][CH:36]=1.C(=O)([O-])[O-].[Cs+].[Cs+], predict the reaction product. The product is: [CH2:37]([O:1][C:2]1[CH:3]=[C:4]([CH3:33])[C:5]([C:9]2[CH:14]=[CH:13][CH:12]=[C:11]([CH2:15][O:16][C:17]3[CH:22]=[CH:21][C:20]([C:23]4([CH2:27][C:28]([O:30][CH2:31][CH3:32])=[O:29])[CH2:24][O:25][CH2:26]4)=[CH:19][CH:18]=3)[CH:10]=2)=[C:6]([CH3:8])[CH:7]=1)[CH2:36][CH:35]([CH3:40])[CH3:34]. (2) Given the reactants Cl.[N:2]1[CH:7]=[CH:6][C:5]([S:8][CH2:9][C:10]([OH:12])=O)=[CH:4][CH:3]=1.[CH2:13]([C@H:20]1[CH2:24][NH:23][C@H:22]([C:25]([NH:27][C:28]2[CH:33]=[CH:32][C:31]([O:34][C:35]3[CH:40]=[CH:39][C:38]([F:41])=[CH:37][CH:36]=3)=[CH:30][CH:29]=2)=[O:26])[CH2:21]1)[C:14]1[CH:19]=[CH:18][CH:17]=[CH:16][CH:15]=1, predict the reaction product. The product is: [CH2:13]([C@H:20]1[CH2:24][N:23]([C:10](=[O:12])[CH2:9][S:8][C:5]2[CH:4]=[CH:3][N:2]=[CH:7][CH:6]=2)[C@H:22]([C:25]([NH:27][C:28]2[CH:33]=[CH:32][C:31]([O:34][C:35]3[CH:36]=[CH:37][C:38]([F:41])=[CH:39][CH:40]=3)=[CH:30][CH:29]=2)=[O:26])[CH2:21]1)[C:14]1[CH:15]=[CH:16][CH:17]=[CH:18][CH:19]=1. (3) Given the reactants [CH3:1][O:2][C:3](=[O:29])[C:4]1[CH:9]=[CH:8][C:7]([CH3:10])=[C:6]([N:11]2[CH:16]=[CH:15][N:14]=[C:13]([NH:17][C:18]([C:21]3[CH:26]=[CH:25][CH:24]=[CH:23][C:22]=3[OH:27])([CH3:20])[CH3:19])[C:12]2=[O:28])[CH:5]=1.C(=O)([O-])[O-].[K+].[K+].Cl[CH2:37][CH2:38][N:39]([CH3:50])[C:40](=[O:49])[O:41][CH2:42][C:43]1[CH:48]=[CH:47][CH:46]=[CH:45][CH:44]=1, predict the reaction product. The product is: [CH3:1][O:2][C:3](=[O:29])[C:4]1[CH:9]=[CH:8][C:7]([CH3:10])=[C:6]([N:11]2[CH:16]=[CH:15][N:14]=[C:13]([NH:17][C:18]([CH3:20])([C:21]3[CH:26]=[CH:25][CH:24]=[CH:23][C:22]=3[O:27][CH2:37][CH2:38][N:39]([CH3:50])[C:40]([O:41][CH2:42][C:43]3[CH:48]=[CH:47][CH:46]=[CH:45][CH:44]=3)=[O:49])[CH3:19])[C:12]2=[O:28])[CH:5]=1. (4) Given the reactants Cl[C:2]([CH3:12])([CH3:11])[C:3]([CH2:5][C:6]([O:8][CH2:9][CH3:10])=[O:7])=O.[C:13]([NH2:16])(=[S:15])[CH3:14], predict the reaction product. The product is: [CH2:9]([O:8][C:6]([C:5]1[S:15][C:13]([CH3:14])=[N:16][C:3]=1[CH:2]([CH3:12])[CH3:11])=[O:7])[CH3:10]. (5) Given the reactants C(O)(=O)C.C(OC([N:12]1[CH2:16][CH2:15][C:14](=O)[CH2:13]1)=O)(C)(C)C.[Cl:18][C:19]1[CH:20]=[C:21]([NH:26][C:27]2[CH:32]=[CH:31][CH:30]=[CH:29][CH:28]=2)[CH:22]=[CH:23][C:24]=1[Cl:25].C(O[BH-](OC(=O)C)OC(=O)C)(=O)C.[Na+], predict the reaction product. The product is: [ClH:18].[ClH:18].[Cl:18][C:19]1[CH:20]=[C:21]([N:26]([C:27]2[CH:32]=[CH:31][CH:30]=[CH:29][CH:28]=2)[CH:14]2[CH2:15][CH2:16][NH:12][CH2:13]2)[CH:22]=[CH:23][C:24]=1[Cl:25]. (6) Given the reactants C(N(CC)CC)C.Cl.[NH2:9][C@@H:10]([CH2:15][NH:16][C:17]([O:19][C:20]([CH3:23])([CH3:22])[CH3:21])=[O:18])[C:11]([O:13][CH3:14])=[O:12].Br[CH2:25][CH2:26][CH2:27][CH2:28][CH2:29]Br, predict the reaction product. The product is: [C:20]([O:19][C:17]([NH:16][CH2:15][C@H:10]([N:9]1[CH2:29][CH2:28][CH2:27][CH2:26][CH2:25]1)[C:11]([O:13][CH3:14])=[O:12])=[O:18])([CH3:23])([CH3:22])[CH3:21]. (7) Given the reactants [CH3:1][NH:2][C:3]1[N:8]=[C:7]([CH:9](O)[CH3:10])[CH:6]=[CH:5][CH:4]=1.[OH:12][C:13]1[CH:33]=[CH:32][C:16]2[CH2:17][C@@H:18]([CH2:28][C:29]([O-:31])=[O:30])[C:19](=[O:27])[N:20]([CH2:22][C:23]([F:26])([F:25])[F:24])[CH2:21][C:15]=2[CH:14]=1.O[C:35]1C=CC2C[C@H](CC([O-])=O)C(=O)N(CC(F)(F)F)CC=2C=1, predict the reaction product. The product is: [CH3:1][NH:2][C:3]1[N:8]=[C:7]([CH2:9][CH2:10][O:12][C:13]2[CH:33]=[CH:32][C:16]3[CH2:17][C@@H:18]([CH2:28][C:29]([O:31][CH3:35])=[O:30])[C:19](=[O:27])[N:20]([CH2:22][C:23]([F:26])([F:24])[F:25])[CH2:21][C:15]=3[CH:14]=2)[CH:6]=[CH:5][CH:4]=1.